From a dataset of Catalyst prediction with 721,799 reactions and 888 catalyst types from USPTO. Predict which catalyst facilitates the given reaction. (1) Reactant: [CH:1]1([NH:7][CH:8]2[CH2:13][CH2:12][CH2:11][CH2:10][CH2:9]2)[CH2:6][CH2:5][CH2:4][CH2:3][CH2:2]1.C[Mg]Br.[C:17](#[N:24])[C:18]1[CH:23]=[CH:22][CH:21]=[CH:20][CH:19]=1.[Cl-].[NH4+]. Product: [CH:8]1([N:7]([CH:1]2[CH2:2][CH2:3][CH2:4][CH2:5][CH2:6]2)[C:17](=[NH:24])[C:18]2[CH:23]=[CH:22][CH:21]=[CH:20][CH:19]=2)[CH2:9][CH2:10][CH2:11][CH2:12][CH2:13]1. The catalyst class is: 27. (2) Reactant: Cl[CH:2]1[C:8]([O:11][CH3:12])([O:9][CH3:10])[C:7]2([CH3:14])[O:13][C:4]([CH3:15])([CH:5]=[CH:6]2)[C:3]1=[O:16].C(#N)N(C)C.C([SnH](CCCC)CCCC)CCC.CCCCCC.C(OCC)(=O)C. Product: [CH3:10][O:9][C:8]1([O:11][CH3:12])[C:7]2([CH3:14])[O:13][C:4]([CH3:15])([CH:5]=[CH:6]2)[C:3](=[O:16])[CH2:2]1. The catalyst class is: 11. (3) Reactant: [C:1]([O:5][C:6](=[O:12])[CH2:7][CH2:8][CH2:9][CH2:10][NH2:11])([CH3:4])([CH3:3])[CH3:2].C(N(C(C)C)C(C)C)C.Br[C:23]1[N:28]=[CH:27][CH:26]=[CH:25][N:24]=1.O. Product: [C:1]([O:5][C:6](=[O:12])[CH2:7][CH2:8][CH2:9][CH2:10][NH:11][C:23]1[N:28]=[CH:27][CH:26]=[CH:25][N:24]=1)([CH3:4])([CH3:2])[CH3:3]. The catalyst class is: 16. (4) Reactant: [C:1]([O:5][C:6]([C:8]1([C:18]([OH:20])=O)[CH2:17][CH2:16][C:15]2[C:10](=[CH:11][CH:12]=[CH:13][CH:14]=2)[CH2:9]1)=[O:7])([CH3:4])([CH3:3])[CH3:2].CCN(CC)CC.P([N:44]=[N+:45]=[N-:46])(OC1C=CC=CC=1)(OC1C=CC=CC=1)=O. Product: [C:1]([O:5][C:6]([C:8]1([C:18]([N:44]=[N+:45]=[N-:46])=[O:20])[CH2:17][CH2:16][C:15]2[C:10](=[CH:11][CH:12]=[CH:13][CH:14]=2)[CH2:9]1)=[O:7])([CH3:4])([CH3:3])[CH3:2]. The catalyst class is: 1. (5) Reactant: [N-:1]=[N+:2]=[N-:3].[Na+].[CH2:5]([O:14][C:15]1[CH:16]=[C:17]([CH:20]=[C:21]([O:23][CH2:24][CH2:25][CH2:26][CH2:27][CH2:28][CH2:29][CH2:30][CH2:31][CH3:32])[CH:22]=1)[CH2:18]Cl)[CH2:6][CH2:7][CH2:8][CH2:9][CH2:10][CH2:11][CH2:12][CH3:13]. Product: [CH2:24]([O:23][C:21]1[CH:20]=[C:17]([CH:16]=[C:15]([O:14][CH2:5][CH2:6][CH2:7][CH2:8][CH2:9][CH2:10][CH2:11][CH2:12][CH3:13])[CH:22]=1)[CH2:18][N:1]=[N+:2]=[N-:3])[CH2:25][CH2:26][CH2:27][CH2:28][CH2:29][CH2:30][CH2:31][CH3:32]. The catalyst class is: 3.